Task: Predict the reactants needed to synthesize the given product.. Dataset: Full USPTO retrosynthesis dataset with 1.9M reactions from patents (1976-2016) (1) Given the product [OH:12][C:13]1[CH:14]=[C:15]([CH:35]=[CH:36][CH:37]=1)[C:16]([NH:18][C:19]1[CH:27]=[C:26]([O:28][C:29]2[CH:34]=[CH:33][CH:32]=[CH:31][CH:30]=2)[CH:25]=[CH:24][C:20]=1[C:21]([OH:23])=[O:22])=[O:17], predict the reactants needed to synthesize it. The reactants are: CO.C(=O)([O-])[O-].[K+].[K+].C([O:12][C:13]1[CH:14]=[C:15]([CH:35]=[CH:36][CH:37]=1)[C:16]([NH:18][C:19]1[CH:27]=[C:26]([O:28][C:29]2[CH:34]=[CH:33][CH:32]=[CH:31][CH:30]=2)[CH:25]=[CH:24][C:20]=1[C:21]([OH:23])=[O:22])=[O:17])(=O)C.C(O)(=O)CC(CC(O)=O)(C(O)=O)O. (2) Given the product [CH3:62][N:63]([C:64]1[S:65][C:66]([C:69]2[CH:70]=[N:71][CH:72]=[CH:73][CH:74]=2)=[N:67][N:68]=1)[C:34](=[O:35])[CH2:33][CH2:32][S:31][C:12]([C:13]1[CH:14]=[CH:15][CH:16]=[CH:17][CH:18]=1)([C:25]1[CH:26]=[CH:27][CH:28]=[CH:29][CH:30]=1)[C:19]1[CH:20]=[CH:21][CH:22]=[CH:23][CH:24]=1, predict the reactants needed to synthesize it. The reactants are: C(Cl)(=O)C(Cl)=O.CN(C)C=O.[C:12]([S:31][CH2:32][CH2:33][C:34](O)=[O:35])([C:25]1[CH:30]=[CH:29][CH:28]=[CH:27][CH:26]=1)([C:19]1[CH:24]=[CH:23][CH:22]=[CH:21][CH:20]=1)[C:13]1[CH:18]=[CH:17][CH:16]=[CH:15][CH:14]=1.C(SCCC(Cl)=O)(C1C=CC=CC=1)(C1C=CC=CC=1)C1C=CC=CC=1.[CH3:62][NH:63][C:64]1[S:65][C:66]([C:69]2[CH:70]=[N:71][CH:72]=[CH:73][CH:74]=2)=[N:67][N:68]=1.